Dataset: TCR-epitope binding with 47,182 pairs between 192 epitopes and 23,139 TCRs. Task: Binary Classification. Given a T-cell receptor sequence (or CDR3 region) and an epitope sequence, predict whether binding occurs between them. (1) The epitope is NLDSKVGGNY. The TCR CDR3 sequence is CASSLTSGGVTEAFF. Result: 0 (the TCR does not bind to the epitope). (2) The epitope is NLVPMVATV. The TCR CDR3 sequence is CSVVGEETQYF. Result: 0 (the TCR does not bind to the epitope).